This data is from Catalyst prediction with 721,799 reactions and 888 catalyst types from USPTO. The task is: Predict which catalyst facilitates the given reaction. (1) Reactant: CC(C)([O-])C.[K+].[F:7][C:8]1([CH2:12][OH:13])[CH2:11][O:10][CH2:9]1.F[C:15]1[CH:22]=[CH:21][C:20]([C:23]2[N:28]=[C:27]([NH:29][C:30]3[CH:35]=[CH:34][C:33]([N:36]4[CH2:41][CH2:40][N:39]([CH:42]5[CH2:45][O:44][CH2:43]5)[CH2:38][CH2:37]4)=[CH:32][CH:31]=3)[N:26]=[CH:25][N:24]=2)=[CH:19][C:16]=1[C:17]#[N:18]. Product: [F:7][C:8]1([CH2:12][O:13][C:15]2[CH:22]=[CH:21][C:20]([C:23]3[N:28]=[C:27]([NH:29][C:30]4[CH:31]=[CH:32][C:33]([N:36]5[CH2:41][CH2:40][N:39]([CH:42]6[CH2:45][O:44][CH2:43]6)[CH2:38][CH2:37]5)=[CH:34][CH:35]=4)[N:26]=[CH:25][N:24]=3)=[CH:19][C:16]=2[C:17]#[N:18])[CH2:11][O:10][CH2:9]1. The catalyst class is: 504. (2) Reactant: [Si]([O:8][CH2:9][CH2:10][O:11][C:12]1[CH:17]=[CH:16][C:15]([CH:18]2[O:22][C:21](=O)[N:20](C)[CH2:19]2)=[CH:14][CH:13]=1)(C(C)(C)C)(C)C.[OH-].[K+]. Product: [OH:8][CH2:9][CH2:10][O:11][C:12]1[CH:17]=[CH:16][C:15]([CH:18]([OH:22])[CH2:19][NH:20][CH3:21])=[CH:14][CH:13]=1. The catalyst class is: 8.